Dataset: Forward reaction prediction with 1.9M reactions from USPTO patents (1976-2016). Task: Predict the product of the given reaction. (1) Given the reactants [OH:1][CH2:2][C@@H:3]1[C:11]2[C:6](=[CH:7][CH:8]=[CH:9][CH:10]=2)[CH2:5][C@@H:4]1[OH:12].N1C=CN=C1.[C:18]([Si:22]([CH3:25])([CH3:24])Cl)([CH3:21])([CH3:20])[CH3:19], predict the reaction product. The product is: [Si:22]([O:1][CH2:2][C@@H:3]1[C:11]2[C:6](=[CH:7][CH:8]=[CH:9][CH:10]=2)[CH2:5][C@@H:4]1[OH:12])([C:18]([CH3:21])([CH3:20])[CH3:19])([CH3:25])[CH3:24]. (2) Given the reactants [CH2:1]([O:3][C:4](=[O:11])[C:5]([OH:10])([CH3:9])[C:6]([OH:8])=O)[CH3:2].O1CCCC1.Cl.[F:18][C:19]([F:24])([F:23])[CH2:20][CH2:21][NH2:22].Cl.CN(C)CCCN=C=NCC.C(N(CC)C(C)C)(C)C, predict the reaction product. The product is: [CH2:1]([O:3][C:4](=[O:11])[C:5]([OH:10])([CH3:9])[C:6]([NH:22][CH2:21][CH2:20][C:19]([F:24])([F:23])[F:18])=[O:8])[CH3:2]. (3) Given the reactants OC1C=CC=C2C=1N=CC=C2.C(=O)([O-])[O-].[K+].[K+].Cl.ClCC[N:22]([CH2:30][C:31]1[CH:36]=[CH:35][CH:34]=[CH:33][CH:32]=1)[CH2:23][C:24]1[CH:29]=[CH:28][CH:27]=[CH:26][CH:25]=1, predict the reaction product. The product is: [CH2:30]([NH:22][CH2:23][C:24]1[CH:29]=[CH:28][CH:27]=[CH:26][CH:25]=1)[C:31]1[CH:36]=[CH:35][CH:34]=[CH:33][CH:32]=1. (4) The product is: [CH3:22][C:3]1[C:2]([B:26]2[O:27][C:28]([CH3:30])([CH3:29])[C:24]([CH3:40])([CH3:23])[O:25]2)=[CH:7][CH:6]=[CH:5][C:4]=1[N:8]1[CH2:20][CH2:19][N:11]2[C:12]3[CH:13]=[CH:14][CH:15]=[CH:16][C:17]=3[CH:18]=[C:10]2[C:9]1=[O:21]. Given the reactants Br[C:2]1[C:3]([CH3:22])=[C:4]([N:8]2[CH2:20][CH2:19][N:11]3[C:12]4[CH:13]=[CH:14][CH:15]=[CH:16][C:17]=4[CH:18]=[C:10]3[C:9]2=[O:21])[CH:5]=[CH:6][CH:7]=1.[CH3:23][C:24]1([CH3:40])[C:28]([CH3:30])([CH3:29])[O:27][B:26]([B:26]2[O:27][C:28]([CH3:30])([CH3:29])[C:24]([CH3:40])([CH3:23])[O:25]2)[O:25]1.C([O-])(=O)C.[K+].CC(C1C=C(C(C)C)C(C2C=CC=CC=2P(C2CCCCC2)C2CCCCC2)=C(C(C)C)C=1)C, predict the reaction product.